Dataset: Full USPTO retrosynthesis dataset with 1.9M reactions from patents (1976-2016). Task: Predict the reactants needed to synthesize the given product. The reactants are: Br[C:2]([Br:5])(Br)Br.[CH2:6]([O:13][CH2:14][CH2:15][CH2:16][CH2:17]CO)[C:7]1[CH:12]=[CH:11][CH:10]=[CH:9][CH:8]=1.C1(P(C2C=CC=CC=2)C2C=CC=CC=2)C=CC=CC=1. Given the product [CH2:6]([O:13][CH2:14][CH2:15][CH2:16][CH2:17][CH2:2][Br:5])[C:7]1[CH:12]=[CH:11][CH:10]=[CH:9][CH:8]=1, predict the reactants needed to synthesize it.